From a dataset of Catalyst prediction with 721,799 reactions and 888 catalyst types from USPTO. Predict which catalyst facilitates the given reaction. (1) Reactant: [C:1]([NH:4][C:5]1[S:6][C:7]([C:11]2[S:15][C:14]([S:16](Cl)(=[O:18])=[O:17])=[CH:13][CH:12]=2)=[C:8]([CH3:10])[N:9]=1)(=[O:3])[CH3:2].[CH3:20][NH:21][CH3:22].CCN(C(C)C)C(C)C. Product: [CH3:20][N:21]([CH3:22])[S:16]([C:14]1[S:15][C:11]([C:7]2[S:6][C:5]([NH:4][C:1](=[O:3])[CH3:2])=[N:9][C:8]=2[CH3:10])=[CH:12][CH:13]=1)(=[O:18])=[O:17]. The catalyst class is: 3. (2) Reactant: [NH2:1][C:2]1[CH:7]=[C:6]([NH:8][C:9](=[O:18])[C:10]2[C:15]([Cl:16])=[CH:14][CH:13]=[CH:12][C:11]=2[Cl:17])[CH:5]=[CH:4][N:3]=1.N1C=CC=CC=1.Cl[C:26](OC1C=CC=CC=1)=[O:27].[CH3:35][O:36][CH2:37][CH2:38][CH2:39][NH2:40]. Product: [Cl:16][C:15]1[CH:14]=[CH:13][CH:12]=[C:11]([Cl:17])[C:10]=1[C:9]([NH:8][C:6]1[CH:5]=[CH:4][N:3]=[C:2]([NH:1][C:26]([NH:40][CH2:39][CH2:38][CH2:37][O:36][CH3:35])=[O:27])[CH:7]=1)=[O:18]. The catalyst class is: 1.